This data is from NCI-60 drug combinations with 297,098 pairs across 59 cell lines. The task is: Regression. Given two drug SMILES strings and cell line genomic features, predict the synergy score measuring deviation from expected non-interaction effect. (1) Drug 1: CC1C(C(CC(O1)OC2CC(CC3=C2C(=C4C(=C3O)C(=O)C5=C(C4=O)C(=CC=C5)OC)O)(C(=O)C)O)N)O.Cl. Drug 2: CC=C1C(=O)NC(C(=O)OC2CC(=O)NC(C(=O)NC(CSSCCC=C2)C(=O)N1)C(C)C)C(C)C. Cell line: SK-MEL-5. Synergy scores: CSS=63.2, Synergy_ZIP=2.35, Synergy_Bliss=4.52, Synergy_Loewe=-20.5, Synergy_HSA=5.46. (2) Drug 1: CCN(CC)CCNC(=O)C1=C(NC(=C1C)C=C2C3=C(C=CC(=C3)F)NC2=O)C. Drug 2: CN(CC1=CN=C2C(=N1)C(=NC(=N2)N)N)C3=CC=C(C=C3)C(=O)NC(CCC(=O)O)C(=O)O. Cell line: UACC-257. Synergy scores: CSS=21.0, Synergy_ZIP=-1.55, Synergy_Bliss=-1.28, Synergy_Loewe=-38.4, Synergy_HSA=-0.684. (3) Drug 2: COC1=C2C(=CC3=C1OC=C3)C=CC(=O)O2. Synergy scores: CSS=-2.50, Synergy_ZIP=-2.48, Synergy_Bliss=-2.85, Synergy_Loewe=-8.88, Synergy_HSA=-3.88. Drug 1: C1CN1P(=S)(N2CC2)N3CC3. Cell line: T-47D. (4) Synergy scores: CSS=23.5, Synergy_ZIP=3.01, Synergy_Bliss=4.49, Synergy_Loewe=4.63, Synergy_HSA=4.40. Drug 1: CC1=C(C=C(C=C1)NC2=NC=CC(=N2)N(C)C3=CC4=NN(C(=C4C=C3)C)C)S(=O)(=O)N.Cl. Drug 2: CS(=O)(=O)CCNCC1=CC=C(O1)C2=CC3=C(C=C2)N=CN=C3NC4=CC(=C(C=C4)OCC5=CC(=CC=C5)F)Cl. Cell line: K-562. (5) Drug 1: CC12CCC3C(C1CCC2=O)CC(=C)C4=CC(=O)C=CC34C. Drug 2: CC1=C(C(=O)C2=C(C1=O)N3CC4C(C3(C2COC(=O)N)OC)N4)N. Cell line: SK-MEL-28. Synergy scores: CSS=35.6, Synergy_ZIP=-0.474, Synergy_Bliss=6.06, Synergy_Loewe=6.67, Synergy_HSA=8.31.